This data is from Full USPTO retrosynthesis dataset with 1.9M reactions from patents (1976-2016). The task is: Predict the reactants needed to synthesize the given product. (1) Given the product [F:1][C:2]1[CH:3]=[C:4]([CH:10]([CH2:15][CH:16]2[CH2:21][CH2:20][O:19][CH2:18][CH2:17]2)[C:11](=[O:14])[CH2:12][CH2:13][C:28]([C:23]2[CH:24]=[N:25][CH:26]=[CH:27][N:22]=2)=[O:29])[CH:5]=[CH:6][C:7]=1[S:8][CH3:9], predict the reactants needed to synthesize it. The reactants are: [F:1][C:2]1[CH:3]=[C:4]([CH:10]([CH2:15][CH:16]2[CH2:21][CH2:20][O:19][CH2:18][CH2:17]2)[C:11](=[O:14])[CH:12]=[CH2:13])[CH:5]=[CH:6][C:7]=1[S:8][CH3:9].[N:22]1[CH:27]=[CH:26][N:25]=[CH:24][C:23]=1[CH:28]=[O:29].C(N(CC)CC)C. (2) Given the product [O:1]=[C:2]1[NH:11][C:10]2[N:9]=[C:8]([CH2:12][N:13]([CH:21]3[CH2:26][CH2:25][N:24]([C:27](=[O:32])[C:28]([F:30])([F:31])[F:29])[CH2:23][CH2:22]3)[C:14](=[O:20])[O:15][C:16]([CH3:19])([CH3:18])[CH3:17])[CH:7]=[CH:6][C:5]=2[CH2:4][CH2:3]1, predict the reactants needed to synthesize it. The reactants are: [O:1]=[C:2]1[NH:11][C:10]2[N:9]=[C:8]([CH2:12][N:13]([CH:21]3[CH2:26][CH2:25][N:24]([C:27](=[O:32])[C:28]([F:31])([F:30])[F:29])[CH2:23][CH2:22]3)[C:14](=[O:20])[O:15][C:16]([CH3:19])([CH3:18])[CH3:17])[CH:7]=[CH:6][C:5]=2[CH:4]=[CH:3]1. (3) The reactants are: C[Si]([N-][Si](C)(C)C)(C)C.[K+].[F:11][C:12]1[C:28]([C:29]#[C:30][C:31]([C:34]2[CH:38]=[C:37]([CH:39]=O)[O:36][N:35]=2)([OH:33])[CH3:32])=[CH:27][C:15]2[C:16]3[N:17]([CH:21]=[C:22]([C:24]([NH2:26])=[O:25])[N:23]=3)[CH2:18][CH2:19][O:20][C:14]=2[CH:13]=1.O.[CH3:42]C#N. Given the product [F:11][C:12]1[C:28]([C:29]#[C:30][C:31]([OH:33])([C:34]2[CH:38]=[C:37]([CH:39]=[CH2:42])[O:36][N:35]=2)[CH3:32])=[CH:27][C:15]2[C:16]3[N:17]([CH:21]=[C:22]([C:24]([NH2:26])=[O:25])[N:23]=3)[CH2:18][CH2:19][O:20][C:14]=2[CH:13]=1, predict the reactants needed to synthesize it. (4) Given the product [CH3:1][C:2]1[CH:3]=[C:4]([CH:27]=[CH:28][CH:29]=1)[CH:5]=[N:6][NH:7][C:8]1[CH:13]=[C:12]([N:14]2[CH2:15][CH2:16][O:17][CH2:18][CH2:19]2)[N:11]=[C:10]([CH2:20][CH2:37][N:30]2[CH2:35][CH2:34][O:33][CH2:32][CH2:31]2)[N:9]=1, predict the reactants needed to synthesize it. The reactants are: [CH3:1][C:2]1[CH:3]=[C:4]([CH:27]=[CH:28][CH:29]=1)[CH:5]=[N:6][NH:7][C:8]1[CH:13]=[C:12]([N:14]2[CH2:19][CH2:18][O:17][CH2:16][CH2:15]2)[N:11]=[C:10]([CH2:20]COS(C)(=O)=O)[N:9]=1.[NH:30]1[CH2:35][CH2:34][O:33][CH2:32][CH2:31]1.O1CCC[CH2:37]1. (5) Given the product [CH2:11]([N:18]1[CH2:23][CH2:22][CH2:21][C:20]([C:3]2[CH:8]=[CH:7][C:6]([O:9][CH3:10])=[CH:5][CH:4]=2)([OH:24])[CH2:19]1)[C:12]1[CH:13]=[CH:14][CH:15]=[CH:16][CH:17]=1, predict the reactants needed to synthesize it. The reactants are: [Mg].Br[C:3]1[CH:8]=[CH:7][C:6]([O:9][CH3:10])=[CH:5][CH:4]=1.[CH2:11]([N:18]1[CH2:23][CH2:22][CH2:21][C:20](=[O:24])[CH2:19]1)[C:12]1[CH:17]=[CH:16][CH:15]=[CH:14][CH:13]=1.